From a dataset of NCI-60 drug combinations with 297,098 pairs across 59 cell lines. Regression. Given two drug SMILES strings and cell line genomic features, predict the synergy score measuring deviation from expected non-interaction effect. (1) Drug 1: CC1=CC2C(CCC3(C2CCC3(C(=O)C)OC(=O)C)C)C4(C1=CC(=O)CC4)C. Drug 2: C1=CC=C(C(=C1)C(C2=CC=C(C=C2)Cl)C(Cl)Cl)Cl. Cell line: UACC62. Synergy scores: CSS=2.58, Synergy_ZIP=0.633, Synergy_Bliss=0.0866, Synergy_Loewe=-0.398, Synergy_HSA=-0.373. (2) Drug 1: C1CCC(C1)C(CC#N)N2C=C(C=N2)C3=C4C=CNC4=NC=N3. Drug 2: CCCCC(=O)OCC(=O)C1(CC(C2=C(C1)C(=C3C(=C2O)C(=O)C4=C(C3=O)C=CC=C4OC)O)OC5CC(C(C(O5)C)O)NC(=O)C(F)(F)F)O. Cell line: SW-620. Synergy scores: CSS=1.87, Synergy_ZIP=-1.40, Synergy_Bliss=-2.79, Synergy_Loewe=-3.92, Synergy_HSA=-4.37. (3) Drug 1: CC1=C2C(C(=O)C3(C(CC4C(C3C(C(C2(C)C)(CC1OC(=O)C(C(C5=CC=CC=C5)NC(=O)OC(C)(C)C)O)O)OC(=O)C6=CC=CC=C6)(CO4)OC(=O)C)OC)C)OC. Drug 2: CN1C(=O)N2C=NC(=C2N=N1)C(=O)N. Cell line: MCF7. Synergy scores: CSS=33.6, Synergy_ZIP=3.84, Synergy_Bliss=2.39, Synergy_Loewe=-25.3, Synergy_HSA=-0.868. (4) Drug 1: C1=NC2=C(N=C(N=C2N1C3C(C(C(O3)CO)O)O)F)N. Synergy scores: CSS=0.500, Synergy_ZIP=-3.43, Synergy_Bliss=-3.81, Synergy_Loewe=-11.6, Synergy_HSA=-2.89. Drug 2: C1CNP(=O)(OC1)N(CCCl)CCCl. Cell line: TK-10. (5) Drug 1: CC1=CC=C(C=C1)C2=CC(=NN2C3=CC=C(C=C3)S(=O)(=O)N)C(F)(F)F. Drug 2: C#CCC(CC1=CN=C2C(=N1)C(=NC(=N2)N)N)C3=CC=C(C=C3)C(=O)NC(CCC(=O)O)C(=O)O. Cell line: OVCAR-8. Synergy scores: CSS=46.7, Synergy_ZIP=2.77, Synergy_Bliss=-0.645, Synergy_Loewe=-30.9, Synergy_HSA=-1.99. (6) Synergy scores: CSS=17.4, Synergy_ZIP=2.31, Synergy_Bliss=1.87, Synergy_Loewe=1.46, Synergy_HSA=1.47. Drug 1: CC12CCC3C(C1CCC2=O)CC(=C)C4=CC(=O)C=CC34C. Drug 2: CC(C)(C#N)C1=CC(=CC(=C1)CN2C=NC=N2)C(C)(C)C#N. Cell line: 786-0.